Dataset: Catalyst prediction with 721,799 reactions and 888 catalyst types from USPTO. Task: Predict which catalyst facilitates the given reaction. (1) Product: [Cl:8][C:9]1[CH:14]=[CH:13][C:12]([N:43]2[CH:2]=[C:1]([C:3]3[S:4][CH:5]=[CH:6][CH:7]=3)[N:45]=[N:44]2)=[CH:11][CH:10]=1. Reactant: [C:1]([C:3]1[S:4][CH:5]=[CH:6][CH:7]=1)#[CH:2].[Cl:8][C:9]1[CH:14]=[CH:13][C:12](I)=[CH:11][CH:10]=1.N1CCC[C@H]1C(O)=O.C([O-])([O-])=O.[Na+].[Na+].O=C1O[C@H]([C@H](CO)O)C([O-])=C1O.[Na+].[N-:43]=[N+:44]=[N-:45].[Na+]. The catalyst class is: 58. (2) Reactant: [O:1]1[CH2:6][CH2:5][N:4]([CH2:7][CH2:8][O:9][C:10]2[CH:11]=[C:12]([CH2:16]O)[CH:13]=[CH:14][CH:15]=2)[CH2:3][CH2:2]1.CC1C=CC(S([Cl:28])(=O)=O)=CC=1.[NH4+].[Cl-]. Product: [Cl:28][CH2:16][C:12]1[CH:11]=[C:10]([CH:15]=[CH:14][CH:13]=1)[O:9][CH2:8][CH2:7][N:4]1[CH2:5][CH2:6][O:1][CH2:2][CH2:3]1. The catalyst class is: 64. (3) Reactant: [F:1][C:2]1[CH:7]=[C:6]([N:8]2[CH2:13][CH2:12][O:11][CH2:10][CH2:9]2)[C:5]([F:14])=[CH:4][C:3]=1[N:15]1[CH:20]=[C:19]([O:21][CH3:22])[C:18](=[O:23])[C:17]([C:24]([O:26]C)=[O:25])=[N:16]1.[OH-].[Na+].Cl. Product: [F:1][C:2]1[CH:7]=[C:6]([N:8]2[CH2:9][CH2:10][O:11][CH2:12][CH2:13]2)[C:5]([F:14])=[CH:4][C:3]=1[N:15]1[CH:20]=[C:19]([O:21][CH3:22])[C:18](=[O:23])[C:17]([C:24]([OH:26])=[O:25])=[N:16]1. The catalyst class is: 14. (4) Reactant: [F:1][C:2]1[CH:3]=[C:4]([CH:7]=[CH:8][CH:9]=1)[CH2:5][OH:6].[C:10]1([P:16]([C:23]2[CH:28]=[CH:27][CH:26]=[CH:25][CH:24]=2)[C:17]2[CH:22]=[CH:21][CH:20]=[CH:19][CH:18]=2)[CH:15]=[CH:14][CH:13]=[CH:12][CH:11]=1.[CH3:29][O:30][C:31]([C@H:33]1[CH2:37][C:36](=[O:38])[N:35]([C:39]2[CH:44]=[CH:43][C:42](O)=[CH:41][CH:40]=2)[CH2:34]1)=[O:32].[N:46]([C:54]([O:56][CH:57]([CH3:59])[CH3:58])=[O:55])=[N:47][C:48]([O:50][CH:51]([CH3:53])[CH3:52])=[O:49].C1(P(=O)(C2C=CC=CC=2)C2C=CC=CC=2)C=CC=CC=1. Product: [CH3:29][O:30][C:31]([C@H:33]1[CH2:37][C:36](=[O:38])[N:35]([C:39]2[CH:44]=[CH:43][C:42]([O:6][CH2:5][C:4]3[CH:7]=[CH:8][CH:9]=[C:2]([F:1])[CH:3]=3)=[CH:41][CH:40]=2)[CH2:34]1)=[O:32].[C:23]1([P:16]([C:10]2[CH:11]=[CH:12][CH:13]=[CH:14][CH:15]=2)[C:17]2[CH:22]=[CH:21][CH:20]=[CH:19][CH:18]=2)[CH:24]=[CH:25][CH:26]=[CH:27][CH:28]=1.[NH:46]([C:54]([O:56][CH:57]([CH3:59])[CH3:58])=[O:55])[NH:47][C:48]([O:50][CH:51]([CH3:52])[CH3:53])=[O:49]. The catalyst class is: 7. (5) Reactant: [CH3:1][O:2][CH2:3][CH2:4][O:5][C:6]1[CH:7]=[C:8]2[C:13](=[CH:14][C:15]=1[O:16][CH2:17][CH2:18][O:19][CH3:20])[N:12]=[CH:11][N:10]=[C:9]2[S:21][C:22]1[CH:23]=[C:24]([NH:28][C:29]([NH:31][C:32]2[CH:36]=[C:35]([C:37]([CH3:40])([CH3:39])[CH3:38])[O:34][N:33]=2)=[O:30])[CH:25]=[CH:26][CH:27]=1.[ClH:41].CCOCC. Product: [ClH:41].[CH3:1][O:2][CH2:3][CH2:4][O:5][C:6]1[CH:7]=[C:8]2[C:13](=[CH:14][C:15]=1[O:16][CH2:17][CH2:18][O:19][CH3:20])[N:12]=[CH:11][N:10]=[C:9]2[S:21][C:22]1[CH:23]=[C:24]([NH:28][C:29]([NH:31][C:32]2[CH:36]=[C:35]([C:37]([CH3:40])([CH3:39])[CH3:38])[O:34][N:33]=2)=[O:30])[CH:25]=[CH:26][CH:27]=1. The catalyst class is: 61. (6) Reactant: C(=O)(O)[O-].[Na+].Br.[Br:7][CH2:8][CH2:9][NH2:10].[CH3:11][O:12][C:13](=[O:25])[C:14]1[CH:19]=[C:18]([S:20](Cl)(=[O:22])=[O:21])[CH:17]=[CH:16][C:15]=1[CH3:24]. Product: [CH3:11][O:12][C:13](=[O:25])[C:14]1[CH:19]=[C:18]([S:20](=[O:21])(=[O:22])[NH:10][CH2:9][CH2:8][Br:7])[CH:17]=[CH:16][C:15]=1[CH3:24]. The catalyst class is: 283.